This data is from Full USPTO retrosynthesis dataset with 1.9M reactions from patents (1976-2016). The task is: Predict the reactants needed to synthesize the given product. (1) Given the product [CH2:19]([NH:21][C:9]([C:8]1[C:3]([CH3:2])=[C:4]([CH3:18])[C:5]2[N:6]([C:13]([NH:16][CH3:17])=[N:14][N:15]=2)[N:7]=1)=[O:11])[CH3:20], predict the reactants needed to synthesize it. The reactants are: Cl.[CH3:2][C:3]1[C:8]([C:9]([O:11]C)=O)=[N:7][N:6]2[C:13]([NH:16][CH3:17])=[N:14][N:15]=[C:5]2[C:4]=1[CH3:18].[CH2:19]([NH2:21])[CH3:20]. (2) Given the product [C:27]([O:30][C:31](=[O:32])[NH:33][CH:34]1[CH2:35][CH2:36][CH:37]([NH:40][C:13]2[N:12]=[C:11]3[N:10]([CH2:18][O:19][CH2:20][CH2:21][Si:22]([CH3:25])([CH3:24])[CH3:23])[N:9]=[C:8]([C:6]4[CH:5]=[CH:4][CH:3]=[C:2]([Br:1])[N:7]=4)[C:16]3=[CH:15][N:14]=2)[CH2:38][CH2:39]1)([CH3:29])([CH3:26])[CH3:28], predict the reactants needed to synthesize it. The reactants are: [Br:1][C:2]1[N:7]=[C:6]([C:8]2[C:16]3[C:11](=[N:12][C:13](Cl)=[N:14][CH:15]=3)[N:10]([CH2:18][O:19][CH2:20][CH2:21][Si:22]([CH3:25])([CH3:24])[CH3:23])[N:9]=2)[CH:5]=[CH:4][CH:3]=1.[CH3:26][C:27]([O:30][C:31]([NH:33][CH:34]1[CH2:39][CH2:38][CH:37]([NH2:40])[CH2:36][CH2:35]1)=[O:32])([CH3:29])[CH3:28].CCN(CC)CC. (3) Given the product [CH:4]12[N:7]([CH2:8][CH2:9][O:10][C:11]3[CH:16]=[CH:15][C:14]([NH:17][C:35]([NH:44][CH2:43][C:42]4[CH:45]=[CH:46][CH:47]=[C:40]([C:39]([F:48])([F:49])[F:38])[CH:41]=4)=[O:36])=[CH:13][C:12]=3[C:18]3[N:19]([CH3:24])[N:20]=[CH:21][C:22]=3[Br:23])[CH:1]([CH2:2][CH2:3]1)[CH2:6][CH2:5]2, predict the reactants needed to synthesize it. The reactants are: [CH:1]12[N:7]([CH2:8][CH2:9][O:10][C:11]3[CH:16]=[CH:15][C:14]([NH2:17])=[CH:13][C:12]=3[C:18]3[N:19]([CH3:24])[N:20]=[CH:21][C:22]=3[Br:23])[CH:4]([CH2:5][CH2:6]1)[CH2:3][CH2:2]2.C1C([N+]([O-])=O)=CC=C([Cl-][C:35]([O-])=[O:36])C=1.[F:38][C:39]([F:49])([F:48])[C:40]1[CH:41]=[C:42]([CH:45]=[CH:46][CH:47]=1)[CH2:43][NH2:44].C(N(CC)C(C)C)(C)C.